This data is from Full USPTO retrosynthesis dataset with 1.9M reactions from patents (1976-2016). The task is: Predict the reactants needed to synthesize the given product. (1) Given the product [CH3:1][O:2][C:3](=[O:30])[CH:4]([CH2:9][C:10]1[CH:11]=[CH:12][C:13]([O:16][CH2:17][CH2:18][C:19]2[CH:20]=[CH:21][C:22]([O:25][S:26]([CH3:29])(=[O:27])=[O:28])=[CH:23][CH:24]=2)=[CH:14][CH:15]=1)[C:5]([O:7][CH3:8])=[O:6], predict the reactants needed to synthesize it. The reactants are: [CH3:1][O:2][C:3](=[O:30])[C:4](=[CH:9][C:10]1[CH:15]=[CH:14][C:13]([O:16][CH2:17][CH2:18][C:19]2[CH:24]=[CH:23][C:22]([O:25][S:26]([CH3:29])(=[O:28])=[O:27])=[CH:21][CH:20]=2)=[CH:12][CH:11]=1)[C:5]([O:7][CH3:8])=[O:6].C(O)(=O)C. (2) Given the product [CH2:1]([C:4]1[CH:9]=[CH:8][N+:7]([O-:10])=[CH:6][CH:5]=1)[CH2:2][CH3:3], predict the reactants needed to synthesize it. The reactants are: [CH2:1]([C:4]1[CH:9]=[CH:8][N:7]=[CH:6][CH:5]=1)[CH2:2][CH3:3].[OH:10]O. (3) The reactants are: C([O:3][C:4](=[O:24])[CH2:5][N:6]1[CH:11]=[CH:10][N:9]=[C:8]([NH:12][CH2:13][C:14]([F:22])([F:21])[C:15]2[CH:20]=[CH:19][CH:18]=[CH:17][N:16]=2)[C:7]1=[O:23])C.[OH-].[Li+].Cl. Given the product [F:22][C:14]([F:21])([C:15]1[CH:20]=[CH:19][CH:18]=[CH:17][N:16]=1)[CH2:13][NH:12][C:8]1[C:7](=[O:23])[N:6]([CH2:5][C:4]([OH:24])=[O:3])[CH:11]=[CH:10][N:9]=1, predict the reactants needed to synthesize it.